Dataset: Forward reaction prediction with 1.9M reactions from USPTO patents (1976-2016). Task: Predict the product of the given reaction. (1) Given the reactants Br[C:2]1[CH:22]=[CH:21][C:5]([O:6][CH2:7][CH:8]2[CH2:13][CH2:12][N:11]([CH2:14][C:15]([CH2:19][CH3:20])([F:18])[CH2:16][CH3:17])[CH2:10][CH2:9]2)=[CH:4][CH:3]=1.[F:23][C:24]1[CH:29]=[C:28]([C:30]([O:32][CH3:33])=[O:31])[CH:27]=[CH:26][C:25]=1B(O)O.C([O-])([O-])=O.[Na+].[Na+], predict the reaction product. The product is: [CH2:16]([C:15]([F:18])([CH2:19][CH3:20])[CH2:14][N:11]1[CH2:12][CH2:13][CH:8]([CH2:7][O:6][C:5]2[CH:21]=[CH:22][C:2]([C:25]3[CH:26]=[CH:27][C:28]([C:30]([O:32][CH3:33])=[O:31])=[CH:29][C:24]=3[F:23])=[CH:3][CH:4]=2)[CH2:9][CH2:10]1)[CH3:17]. (2) Given the reactants [NH2:1][S:2]([C:5]1[CH:10]=[CH:9][C:8]([N:11]2[C:15]([C:16]3[CH:21]=[CH:20][C:19]([Cl:22])=[CH:18][CH:17]=3)=[CH:14][C:13]([C:23](O)=[O:24])=[N:12]2)=[CH:7][CH:6]=1)(=[O:4])=[O:3].O1CCCC1.CO, predict the reaction product. The product is: [Cl:22][C:19]1[CH:18]=[CH:17][C:16]([C:15]2[N:11]([C:8]3[CH:7]=[CH:6][C:5]([S:2]([NH2:1])(=[O:4])=[O:3])=[CH:10][CH:9]=3)[N:12]=[C:13]([CH2:23][OH:24])[CH:14]=2)=[CH:21][CH:20]=1. (3) Given the reactants [CH2:1]([O:3][C:4](=[O:24])[CH2:5][C:6]1[CH:11]=[CH:10][CH:9]=[C:8]([S:12][C:13]2[C:21]3[C:16](=[CH:17][C:18]([Cl:22])=[CH:19][CH:20]=3)[NH:15][C:14]=2[CH3:23])[CH:7]=1)[CH3:2].Br[C:26]1[CH:27]=[N:28][CH:29]=[CH:30][CH:31]=1, predict the reaction product. The product is: [CH2:1]([O:3][C:4](=[O:24])[CH2:5][C:6]1[CH:11]=[CH:10][CH:9]=[C:8]([S:12][C:13]2[C:21]3[C:16](=[CH:17][C:18]([Cl:22])=[CH:19][CH:20]=3)[N:15]([C:26]3[CH:27]=[N:28][CH:29]=[CH:30][CH:31]=3)[C:14]=2[CH3:23])[CH:7]=1)[CH3:2].